This data is from Forward reaction prediction with 1.9M reactions from USPTO patents (1976-2016). The task is: Predict the product of the given reaction. (1) Given the reactants [F:1][C:2]1[CH:3]=[C:4](B(O)O)[CH:5]=[CH:6][CH:7]=1.C(=O)([O-])[O-].[Na+].[Na+].[C:17]1(=[O:22])[CH2:21][CH2:20][CH:19]=[CH:18]1.O, predict the reaction product. The product is: [F:1][C:2]1[CH:3]=[C:4]([CH:19]2[CH2:20][CH2:21][C:17](=[O:22])[CH2:18]2)[CH:5]=[CH:6][CH:7]=1. (2) Given the reactants Br[CH2:2][C:3]([C:5]1[CH:6]=[N:7][N:8]([C:11]2[CH:16]=[CH:15][CH:14]=[CH:13][CH:12]=2)[C:9]=1[CH3:10])=[O:4].[CH3:17][O:18][C:19](=[O:28])[C:20]1[CH:25]=[CH:24][C:23]([CH3:26])=[C:22]([NH2:27])[CH:21]=1, predict the reaction product. The product is: [CH3:17][O:18][C:19](=[O:28])[C:20]1[CH:25]=[CH:24][C:23]([CH3:26])=[C:22]([NH:27][CH2:2][C:3]([C:5]2[CH:6]=[N:7][N:8]([C:11]3[CH:16]=[CH:15][CH:14]=[CH:13][CH:12]=3)[C:9]=2[CH3:10])=[O:4])[CH:21]=1.